Task: Predict the reactants needed to synthesize the given product.. Dataset: Full USPTO retrosynthesis dataset with 1.9M reactions from patents (1976-2016) (1) Given the product [CH3:1][C:2]1[CH:3]=[CH:4][C:5]([C:21]([NH:23][C:24]2[CH:25]=[C:26]([C:36]([F:38])([F:39])[F:37])[CH:27]=[C:28]([N:30]3[CH:34]=[N:33][C:32]([CH3:35])=[CH:31]3)[CH:29]=2)=[O:22])=[CH:6][C:7]=1[NH:8][C:9]1[N:10]=[CH:11][CH:12]=[C:13]([C:15]2[CH:16]=[CH:17][CH:18]=[N:19][CH:20]=2)[N:14]=1.[C:51]([C@@H:49]([C@H:47]([C:46]([O-:55])=[O:54])[OH:48])[OH:50])([O-:53])=[O:52], predict the reactants needed to synthesize it. The reactants are: [CH3:1][C:2]1[CH:3]=[CH:4][C:5]([C:21]([NH:23][C:24]2[CH:25]=[C:26]([C:36]([F:39])([F:38])[F:37])[CH:27]=[C:28]([N:30]3[CH:34]=[N:33][C:32]([CH3:35])=[CH:31]3)[CH:29]=2)=[O:22])=[CH:6][C:7]=1[NH:8][C:9]1[N:10]=[CH:11][CH:12]=[C:13]([C:15]2[CH:16]=[CH:17][CH:18]=[N:19][CH:20]=2)[N:14]=1.CC(OC)(C)C.[C:46]([OH:55])(=[O:54])[C@@H:47]([C@H:49]([C:51]([OH:53])=[O:52])[OH:50])[OH:48]. (2) Given the product [S:28]([OH:32])([OH:31])(=[O:30])=[O:29].[CH3:4][C:2]([C:5]1[NH:27][C:8]2=[N:9][CH:10]=[CH:11][C:12]([C:13]3[CH:14]=[N:15][C:16]([S:19]([N:22]4[CH2:26][CH2:25][CH2:24][CH2:23]4)(=[O:20])=[O:21])=[CH:17][CH:18]=3)=[C:7]2[CH:6]=1)([CH3:1])[CH3:3], predict the reactants needed to synthesize it. The reactants are: [CH3:1][C:2]([C:5]1[NH:27][C:8]2=[N:9][CH:10]=[CH:11][C:12]([C:13]3[CH:14]=[N:15][C:16]([S:19]([N:22]4[CH2:26][CH2:25][CH2:24][CH2:23]4)(=[O:21])=[O:20])=[CH:17][CH:18]=3)=[C:7]2[CH:6]=1)([CH3:4])[CH3:3].[S:28](=[O:32])(=[O:31])([OH:30])[OH:29]. (3) Given the product [C:38]([NH2:40])(=[O:39])[C:34]1[CH:35]=[CH:36][CH:37]=[CH:32][CH:33]=1, predict the reactants needed to synthesize it. The reactants are: C(O[C@H]1CN(C(OC(C)(C)C)=O)[C@@H]([C@@H](O)[C@@H](NC(=O)[C:32]2[CH:37]=[CH:36][CH:35]=[C:34]([C:38]([N:40]3CCC[C@@H]3C3SC=C(C)N=3)=[O:39])[CH:33]=2)CC2C=CC=CC=2)C1)C1C=CC=CC=1.Cl.O1CCOCC1. (4) Given the product [N:6]1[C:7]2[C:12](=[CH:11][N:10]=[CH:9][CH:8]=2)[CH:13]=[C:4]([NH2:1])[CH:5]=1, predict the reactants needed to synthesize it. The reactants are: [N+:1]([C:4]1[CH:5]=[N:6][C:7]2[CH2:8][CH2:9][NH:10][CH2:11][C:12]=2[CH:13]=1)([O-])=O.C(O)CCCC. (5) The reactants are: C(S([NH:7][CH:8]([C:10]1[CH:17]=[CH:16][C:15]([Cl:18])=[CH:14][C:11]=1[CH2:12][OH:13])[CH3:9])=O)(C)(C)C.Cl.O1CCOCC1. Given the product [NH2:7][CH:8]([C:10]1[CH:17]=[CH:16][C:15]([Cl:18])=[CH:14][C:11]=1[CH2:12][OH:13])[CH3:9], predict the reactants needed to synthesize it. (6) Given the product [Cl:27][C:24]1[CH:25]=[CH:26][C:11]([NH:10][C:31](=[O:32])[C:30]2[CH:34]=[CH:35][CH:36]=[C:37]([O:38][CH3:39])[C:29]=2[CH3:28])=[C:12]([C:13]([NH:15][CH2:16][CH:17]2[CH2:22][CH2:21][CH2:20][CH2:19][CH2:18]2)=[O:14])[CH:23]=1, predict the reactants needed to synthesize it. The reactants are: C(N(C(C)C)CC)(C)C.[NH2:10][C:11]1[CH:26]=[CH:25][C:24]([Cl:27])=[CH:23][C:12]=1[C:13]([NH:15][CH2:16][CH:17]1[CH2:22][CH2:21][CH2:20][CH2:19][CH2:18]1)=[O:14].[CH3:28][C:29]1[C:37]([O:38][CH3:39])=[CH:36][CH:35]=[CH:34][C:30]=1[C:31](O)=[O:32].CN(C(ON1N=NC2C=CC=NC1=2)=[N+](C)C)C.F[P-](F)(F)(F)(F)F.